Dataset: Reaction yield outcomes from USPTO patents with 853,638 reactions. Task: Predict the reaction yield, written as a fraction of the theoretical maximum amount of product (1.0 means a 100% yield; for example, 0.34 means a 34% yield). (1) The reactants are [Br:1][C:2]1[N:7]=[C:6]([CH2:8][OH:9])[CH:5]=[CH:4][CH:3]=1.C(N(C(C)C)CC)(C)C.[CH3:19][O:20][CH2:21]Cl. The catalyst is C(Cl)Cl. The product is [Br:1][C:2]1[CH:3]=[CH:4][CH:5]=[C:6]([CH2:8][O:9][CH2:19][O:20][CH3:21])[N:7]=1. The yield is 0.980. (2) The yield is 0.270. The reactants are [Br:1][C:2]1[CH:7]=[CH:6][CH:5]=[CH:4][C:3]=1[C:8]1[C:15]2[S:14][C:13]([NH2:16])=[N:12][C:11]=2[NH:10][N:9]=1.Cl.[N:18]1([CH2:24][C:25]2[O:29][C:28]([C:30](Cl)=[O:31])=[CH:27][CH:26]=2)[CH2:23][CH2:22][O:21][CH2:20][CH2:19]1.C(O)C(N)(CO)CO. The product is [Br:1][C:2]1[CH:7]=[CH:6][CH:5]=[CH:4][C:3]=1[C:8]1[C:15]2[S:14][C:13]([NH:16][C:30]([C:28]3[O:29][C:25]([CH2:24][N:18]4[CH2:19][CH2:20][O:21][CH2:22][CH2:23]4)=[CH:26][CH:27]=3)=[O:31])=[N:12][C:11]=2[NH:10][N:9]=1. The catalyst is CN(C1C=CN=CC=1)C.C1COCC1. (3) The reactants are [C:1]1([S:7](Cl)(=[O:9])=[O:8])[CH:6]=[CH:5][CH:4]=[CH:3][CH:2]=1.[CH2:11]([O:13][C:14]([C:16]1[C:21]([O:22][CH2:23][CH3:24])=[C:20]([N:25]2[CH2:30][CH2:29][O:28][CH2:27][CH2:26]2)[N:19]=[C:18]([C:31]2[CH:36]=[CH:35][C:34]([NH2:37])=[CH:33][CH:32]=2)[N:17]=1)=[O:15])[CH3:12]. The catalyst is CCN(CC)CC.C(Cl)Cl. The product is [CH2:11]([O:13][C:14]([C:16]1[C:21]([O:22][CH2:23][CH3:24])=[C:20]([N:25]2[CH2:26][CH2:27][O:28][CH2:29][CH2:30]2)[N:19]=[C:18]([C:31]2[CH:32]=[CH:33][C:34]([NH:37][S:7]([C:1]3[CH:6]=[CH:5][CH:4]=[CH:3][CH:2]=3)(=[O:9])=[O:8])=[CH:35][CH:36]=2)[N:17]=1)=[O:15])[CH3:12]. The yield is 0.237. (4) The product is [CH2:1]([O:8][C:9]([NH:11][CH2:12][CH2:13][O:14][NH:15][C:16]([C@@H:18]1[CH2:23][CH2:22][C@@H:21]([NH:24][O:25][CH2:26][C:27]2[CH:32]=[CH:31][CH:30]=[CH:29][CH:28]=2)[CH2:20][NH:19]1)=[O:17])=[O:10])[C:2]1[CH:7]=[CH:6][CH:5]=[CH:4][CH:3]=1. The catalyst is O1CCOCC1. The yield is 0.950. The reactants are [CH2:1]([O:8][C:9]([NH:11][CH2:12][CH2:13][O:14][NH:15][C:16]([C@@H:18]1[CH2:23][CH2:22][C@@H:21]([NH:24][O:25][CH2:26][C:27]2[CH:32]=[CH:31][CH:30]=[CH:29][CH:28]=2)[CH2:20][N:19]1C(OC(C)(C)C)=O)=[O:17])=[O:10])[C:2]1[CH:7]=[CH:6][CH:5]=[CH:4][CH:3]=1. (5) The reactants are [CH3:1][O:2][C:3]1[CH:4]=[C:5]2[C:10](=[CH:11][CH:12]=1)[CH2:9][C:8](=O)[CH2:7][CH2:6]2.C([O-])(=O)C.[NH4+:18].C([BH3-])#[N:20].[Na+]. The catalyst is CO. The product is [NH4+:20].[OH-:2].[CH3:1][O:2][C:3]1[CH:4]=[C:5]2[C:10](=[CH:11][CH:12]=1)[CH2:9][CH:8]([NH2:18])[CH2:7][CH2:6]2. The yield is 0.100. (6) The reactants are [CH3:1][N:2]([CH2:46][CH2:47][N:48]1[CH2:53][CH2:52][NH:51][CH2:50][CH2:49]1)[C:3](=[O:45])[C:4]1[CH:44]=[CH:43][CH:42]=[C:6]([C:7]([NH:9][C:10]2[CH:15]=[CH:14][C:13]([N:16]3[CH2:21][CH2:20][CH2:19][CH2:18][CH2:17]3)=[CH:12][C:11]=2[C:22]2[CH:27]=[C:26]([C:28](=[O:41])[NH:29][CH2:30][C:31]3[CH:36]=[CH:35][CH:34]=[C:33]([C:37]([F:40])([F:39])[F:38])[CH:32]=3)[CH:25]=[CH:24][N:23]=2)=[O:8])[CH:5]=1.C(N(CC)CC)C.[CH3:61][S:62](Cl)(=[O:64])=[O:63]. The catalyst is ClCCl. The product is [CH3:1][N:2]([CH2:46][CH2:47][N:48]1[CH2:53][CH2:52][N:51]([S:62]([CH3:61])(=[O:64])=[O:63])[CH2:50][CH2:49]1)[C:3](=[O:45])[C:4]1[CH:44]=[CH:43][CH:42]=[C:6]([C:7]([NH:9][C:10]2[CH:15]=[CH:14][C:13]([N:16]3[CH2:21][CH2:20][CH2:19][CH2:18][CH2:17]3)=[CH:12][C:11]=2[C:22]2[CH:27]=[C:26]([C:28](=[O:41])[NH:29][CH2:30][C:31]3[CH:36]=[CH:35][CH:34]=[C:33]([C:37]([F:39])([F:40])[F:38])[CH:32]=3)[CH:25]=[CH:24][N:23]=2)=[O:8])[CH:5]=1. The yield is 0.500. (7) The reactants are [N:1]1[CH:6]=[CH:5][CH:4]=[C:3]([CH2:7][NH:8][S:9]([C:12]2[CH:13]=[C:14]([CH:18]=[CH:19][C:20]([OH:22])=O)[CH:15]=[CH:16][CH:17]=2)(=[O:11])=[O:10])[CH:2]=1.[Cl:23]CCl. The catalyst is CN(C)C=O. The product is [N:1]1[CH:6]=[CH:5][CH:4]=[C:3]([CH2:7][NH:8][S:9]([C:12]2[CH:13]=[C:14]([CH:18]=[CH:19][C:20]([Cl:23])=[O:22])[CH:15]=[CH:16][CH:17]=2)(=[O:11])=[O:10])[CH:2]=1. The yield is 0.980.